This data is from Experimentally validated miRNA-target interactions with 360,000+ pairs, plus equal number of negative samples. The task is: Binary Classification. Given a miRNA mature sequence and a target amino acid sequence, predict their likelihood of interaction. (1) The miRNA is hsa-miR-655-3p with sequence AUAAUACAUGGUUAACCUCUUU. The protein sequence of the target gene is MALRGAAGATDTPVSSAGGAPGGSASSSSTSSGGSASAGAGLWAALYDYEARGEDELSLRRGQLVEVLSQDAAVSGDEGWWAGQVQRRLGIFPANYVAPCRPAASPAPPPSRPSSPVHVAFERLELKELIGAGGFGQVYRATWQGQEVAVKAARQDPEQDAAAAAESVRREARLFAMLRHPNIIELRGVCLQQPHLCLVLEFARGGALNRALAAANAAPDPRAPGPRRARRIPPHVLVNWAVQIARGMLYLHEEAFVPILHRDLKSSNILLLEKIEHDDICNKTLKITDFGLAREWHRTT.... Result: 1 (interaction). (2) The miRNA is hsa-miR-6081 with sequence AGGAGCAGUGCCGGCCAAGGCGCC. The protein sequence of the target gene is MATAVSRPCAGRSRDILWRVLGWRIVASIVWSVLFLPICTTVFIIFSRIDLFHPIQWLSDSFSDLYSSYVIFYFLLLSVVIIIISIFNVEFYAVVPSIPCSRLALIGKIIHPQQLMHSFIHAAMGMVMAWCAAVITQGQYSFLVVPCTGTNSFGSPAAQTCLNEYHLFFLLTGAFMGYSYSLLYFVNNMNYLPFPIIQQYKFLRFRRSLLLLVKHSCVESLFLVRNFCILYYFLGYIPKAWISTAMNLHIDEQVHRPLDTVSGLLNLSLLYHVWLCGVFLLTTWYVSWILFKIYATEAHV.... Result: 0 (no interaction).